Dataset: Experimentally validated miRNA-target interactions with 360,000+ pairs, plus equal number of negative samples. Task: Binary Classification. Given a miRNA mature sequence and a target amino acid sequence, predict their likelihood of interaction. (1) Result: 1 (interaction). The miRNA is xtr-miR-9-5p with sequence UCUUUGGUUAUCUAGCUGUAUG. The protein sequence of the target gene is MPADLMEKNSSSPVAATPASMSNTPDKPKTASEHRKSSKPIMEKRRRARINESLGQLKTLILDALKKDSSRHSKLEKADILEMTVKHLRNLQRVQMTAALSTDPSVLGKYRAGFSECMNEVTRFLSTCEGVNTDVRTRLLGHLANCMNQINAMNYPTQPQIPAAAAPHPAYGQPLVQLQGAAPQSSPAPIACKMGGPPVEAAKVYGGFQLVPAPDGQFAFLITNPAFPHNGSVIPVYTNSNVGTALPPSVSPSVMPSVTADSVWRPW. (2) The miRNA is hsa-miR-548d-3p with sequence CAAAAACCACAGUUUCUUUUGC. The protein sequence of the target gene is MRKKWKMGGMKYIFSLLFFLLLEGGKTEQVKHSETYCMFQDKKYRVGERWHPYLEPYGLVYCVNCICSENGNVLCSRVRCPNVHCLSPVHIPHLCCPRCPDSLPPVNNKVTSKSCEYNGTTYQHGELFVAEGLFQNRQPNQCTQCSCSEGNVYCGLKTCPKLTCAFPVSVPDSCCRVCRGDGELSWEHSDGDIFRQPANREARHSYHRSHYDPPPSRQAGGLSRFPGARSHRGALMDSQQASGTIVQIVINNKHKHGQVCVSNGKTYSHGESWHPNLRAFGIVECVLCTCNVTKQECKKI.... Result: 0 (no interaction). (3) The miRNA is hsa-miR-34a-3p with sequence CAAUCAGCAAGUAUACUGCCCU. The protein sequence of the target gene is MAMNYSAKDEVDGGPAGPPGGAAKTRRPDNTAFKQQRLPAWQPILTAGTVLPTFFIIGLIFIPIGIGIFVTSNNIREIEIDYTGTEPSSPCNKCLSPNVTSCACTINFTLKQSFEGNVFMYYGLSNFYQNHRRYVKSRDDSQLNGDPSALLNPSKECEPYRRNEDRPIAPCGAIANSMFNDTLELYLVANESDPKPIPIPLKKKGIAWWTDKNVKFRNPPGKESLEEKFKDTIKPVNWHKAVYELDPEDESNNGFINEDFIVWMRTAALPTFRKLYRLIERRDDLHPTLPAGQYFLNITY.... Result: 0 (no interaction). (4) The miRNA is hsa-miR-1284 with sequence UCUAUACAGACCCUGGCUUUUC. The protein sequence of the target gene is MAVAAVKWVMSKRTILKHLFPVQNGALYCVCHKSTYSPLPDDYNCNVELALTSDGRTIVCYHPSVDIPYEHTKPIPRPDPVHNNEETHDQVLKTRLEEKVEHLEEGPMIEQLSKMFFTTKHRWYPHGRYHRCRKNLNPPKDR. Result: 0 (no interaction). (5) The miRNA is hsa-miR-6502-5p with sequence AGCUCUAGAAAGAUUGUUGACC. The protein sequence of the target gene is MDEQAGPGVFFSNNHPGAGGAKGLGPLAEAAAAGDGAAAAGAARAQYSLPGILHFLQHEWARFEVERAQWEVERAELQAQIAFLQGERKGQENLKKDLVRRIKMLEYALKQERAKYHKLKYGTELNQGDMKPPSYDSDEGNETEVQPQQNSQLMWKQGRQLLRQYLQEVGYTDTILDVKSKRVRALLGFSSDVTDREDDKNQDSVVNGTEAEVKETAMIAKSELTDSASVLDNFKFLESAAADFSDEDEDDDVDGREKSVIDTSTIVRKKALPDSGEDRDTKEALKEFDFLVTSEEGDNE.... Result: 1 (interaction). (6) The miRNA is hsa-miR-4282 with sequence UAAAAUUUGCAUCCAGGA. Result: 0 (no interaction). The protein sequence of the target gene is MGAPARKRASLLLLLLATMALVSSPGWSFSQGTPATFGPVFEEQPVGLLFPEESAEDQVTLACRARASPPATYRWKMNGTEMNLEPGSRHQLMGGNLVIMSPTKAQDAGVYQCLASNPVGTVVSKEAVLRFGFLQEFSKEERDPVKTHEGWGVMLPCNPPAHYPGLSYRWLLNEFPNFIPTDGRHFVSQTTGNLYIARTNASDLGNYSCLATSHLDFSTKSVFSKFAQLNLAAEDPRLFAPSIKARFPPETYALVGQQVTLECFAFGNPVPRIKWRKVDGSLSPQWGTAEPTLQIPSVSF.... (7) The miRNA is rno-miR-106b-5p with sequence UAAAGUGCUGACAGUGCAGAU. The protein sequence of the target gene is MEPDIIRMYSSSPPPLDNGAEDDDDDEFGEFGGFSEVSPSGVGFVDFDTPDYTRPKEEFVPSNHFMPIHEFSENVDSLTSFKSIKNGNDKDITAELSAPVKGQSDVLLSTTSKEIISSEMLATSIDGMERPGNLNKVVEQRQNVGTLESFSPGDFRTNMNVVHQNKQLESCNGEKPPCLEILTNGFAVLETVNPQGTDDLDNVADSKGRKPLSTHSTEYNLDSVPSPAEEFADFATFSKKERIQLEEIECAVLNDREALTIRENNKINRVNELNSVKEVALGRSLDNKGDTDGEDQVCVS.... Result: 0 (no interaction).